Task: Binary Classification. Given a drug SMILES string, predict its activity (active/inactive) in a high-throughput screening assay against a specified biological target.. Dataset: M1 muscarinic receptor antagonist screen with 61,756 compounds (1) The drug is S(c1nc2c(cc(cc2)C)cc1C#N)CC(=O)NCc1occc1. The result is 0 (inactive). (2) The drug is S(=O)(=O)(N(C1CCCCC1)CC)c1c(=O)n(c(=O)n(c1)C)C. The result is 0 (inactive). (3) The drug is O=c1n2[nH]c(c(c2nc(CCC)c1)c1ccccc1)C. The result is 0 (inactive).